From a dataset of Buchwald-Hartwig C-N cross coupling reaction yields with 55,370 reactions. Predict the reaction yield, written as a fraction of the theoretical maximum amount of product (1.0 means a 100% yield; for example, 0.34 means a 34% yield). No catalyst specified. The product is Cc1ccc(Nc2ccc(C(F)(F)F)cc2)cc1. The reactants are FC(F)(F)c1ccc(I)cc1.Cc1ccc(N)cc1.O=S(=O)(O[Pd]1c2ccccc2-c2ccccc2N~1)C(F)(F)F.COc1ccc(OC)c(P(C(C)(C)C)C(C)(C)C)c1-c1c(C(C)C)cc(C(C)C)cc1C(C)C.CN(C)C(=NC(C)(C)C)N(C)C.CCOC(=O)c1cc(OC)no1. The yield is 0.376.